From a dataset of Catalyst prediction with 721,799 reactions and 888 catalyst types from USPTO. Predict which catalyst facilitates the given reaction. (1) Reactant: [Br:1][C:2]1[CH:3]=[C:4]([NH:9][C:10](=[O:22])[C:11]2[CH:16]=[CH:15][CH:14]=[C:13]([C:17]([C:20]#[N:21])([CH3:19])[CH3:18])[CH:12]=2)[CH:5]=[CH:6][C:7]=1[CH3:8].[H-].[Na+].[CH3:25][Si:26]([CH2:29][CH2:30][O:31][CH2:32]Cl)([CH3:28])[CH3:27]. Product: [Br:1][C:2]1[CH:3]=[C:4]([N:9]([CH2:32][O:31][CH2:30][CH2:29][Si:26]([CH3:28])([CH3:27])[CH3:25])[C:10](=[O:22])[C:11]2[CH:16]=[CH:15][CH:14]=[C:13]([C:17]([C:20]#[N:21])([CH3:19])[CH3:18])[CH:12]=2)[CH:5]=[CH:6][C:7]=1[CH3:8]. The catalyst class is: 3. (2) Reactant: [Br:1][C:2]1[CH:3]=[CH:4][CH:5]=[C:6]([CH:8]=1)[NH2:7].[OH:9][C:10](=[C:15]1C(=O)OC(C)(C)[O:17][C:16]1=O)[CH2:11][C:12](=O)[CH3:13].[C:25]1(C)C=CC(S(O)(=O)=O)=CC=1. Product: [Br:1][C:2]1[CH:3]=[CH:4][C:5]([CH3:25])=[C:6]([N:7]2[C:12]([CH3:13])=[CH:11][C:10]([OH:9])=[CH:15][C:16]2=[O:17])[CH:8]=1. The catalyst class is: 691. (3) Reactant: [NH2:1][C:2]1[CH:3]=[C:4]2[C:8](=[CH:9][CH:10]=1)[N:7]([CH:11]1[CH2:14][CH2:13][CH2:12]1)[C:6](=[O:15])[CH2:5]2.[CH3:16][O:17][C:18]([C@@H:20]1[O:22][CH2:21]1)=[O:19].FC(F)(F)S([O-])(=O)=O.[Li+]. Product: [CH3:16][O:17][C:18](=[O:19])[C@H:20]([OH:22])[CH2:21][NH:1][C:2]1[CH:3]=[C:4]2[C:8](=[CH:9][CH:10]=1)[N:7]([CH:11]1[CH2:14][CH2:13][CH2:12]1)[C:6](=[O:15])[CH2:5]2. The catalyst class is: 115. (4) Reactant: [F:1][C:2]1[CH:3]=[C:4]([C:8](=[O:10])[CH3:9])[CH:5]=[CH:6][CH:7]=1.[Li+].CC([N-]C(C)C)C.[Br:19][C:20]1[CH:32]=[CH:31][C:23]2[N:24]([CH2:29][CH3:30])[C:25]([CH2:27]Cl)=[N:26][C:22]=2[CH:21]=1. Product: [Br:19][C:20]1[CH:32]=[CH:31][C:23]2[N:24]([CH2:29][CH3:30])[C:25]([CH2:27][CH2:9][C:8]([C:4]3[CH:5]=[CH:6][CH:7]=[C:2]([F:1])[CH:3]=3)=[O:10])=[N:26][C:22]=2[CH:21]=1. The catalyst class is: 1.